This data is from Experimentally validated miRNA-target interactions with 360,000+ pairs, plus equal number of negative samples. The task is: Binary Classification. Given a miRNA mature sequence and a target amino acid sequence, predict their likelihood of interaction. (1) The miRNA is hsa-miR-4305 with sequence CCUAGACACCUCCAGUUC. The protein sequence of the target gene is MVWKVAVFLSVALGIGAVPIDDPEDGGKHWVVIVAGSNGWYNYRHQADACHAYQIIHRNGIPDEQIVVMMYDDIAYSEDNPTPGIVINRPNGTDVYQGVPKDYTGEDVTPQNFLAVLRGDAEAVKGIGSGKVLKSGPQDHVFIYFTDHGSTGILVFPNEDLHVKDLNETIHYMYKHKMYRKMVFYIEACESGSMMNHLPDNINVYATTAANPRESSYACYYDEKRSTYLGDWYSVNWMEDSDVEDLTKETLHKQYHLVKSHTNTSHVMQYGNKTISTMKVMQFQGMKRKASSPVPLPPVT.... Result: 0 (no interaction). (2) The miRNA is hsa-miR-2115-3p with sequence CAUCAGAAUUCAUGGAGGCUAG. The protein sequence of the target gene is MAERGQQPPPAKRLCCRPGGGGGGGGGGGGSSGGGAGGGYSSACRPGPRAGGAAAAAACGGGAALGLLPPGKTQSPESLLDIAARRVAEKWPFQRVEERFERIPEPVQRRIVYWSFPRSEREICMYSSFNTGGGSAGGPGDDSGGGGGRQHGRGAAAGGSSSSPAATSAAAAAVAAGTGTPSVGAASAADGGDETRLPFRRGIALLESGCVDNVLQVGFHLSGTVTEPAIQPEPETVCNVAISFDRCKITSVTCSCGNKDIFYCAHVVALSLYRIRKPEQVKLHLPISETLFQMNRDQLQ.... Result: 0 (no interaction). (3) The miRNA is hsa-miR-342-3p with sequence UCUCACACAGAAAUCGCACCCGU. The protein sequence of the target gene is MEWGYLLEVTSLLAALAVLQRSSGAAAASAKELACQEITVPLCKGIGYNYTYMPNQFNHDTQDEAGLEVHQFWPLVEIQCSPDLKFFLCSMYTPICLEDYKKPLPPCRSVCERAKAGCAPLMRQYGFAWPDRMRCDRLPEQGNPDTLCMDYNRTDLTTAAPSPPRRLPPPPPPGEQPPSGSGHSRPPGARPPHRGGSSRGSGDAAAAPPSRGGKARPPGGGAAPCEPGCQCRAPMVSVSSERHPLYNRVKTGQIANCALPCHNPFFSQDERAFTVFWIGLWSVLCFVSTFATVSTFLIDM.... Result: 0 (no interaction). (4) The miRNA is hsa-miR-6867-5p with sequence UGUGUGUGUAGAGGAAGAAGGGA. The protein sequence of the target gene is MAAEREPPPLGDGKPTDFEDLEDGEDLFTSTVSTLESSPSSPEPASLPAEDISANSNGPKPTEVVLDDDREDLFAEATEEVSLDSPEREPILSSEPSPAVTPVTPTTLIAPRIESKSMSAPVIFDRSREEIEEEANGDIFDIEIGVSDPEKVGDGMNAYMAYRVTTKTSLSMFSKSEFSVKRRFSDFLGLHSKLASKYLHVGYIVPPAPEKSIVGMTKVKVGKEDSSSTEFVEKRRAALERYLQRTVKHPTLLQDPDLRQFLESSELPRAVNTQALSGAGILRMVNKAADAVNKMTIKMN.... Result: 1 (interaction). (5) The miRNA is hsa-miR-4753-3p with sequence UUCUCUUUCUUUAGCCUUGUGU. The protein sequence of the target gene is MDFIFHEKQEGFLCAQHCLNNLLQGEYFSPVELASIAHQLDEEERMRMAEGGVTSEEYLAFLQQPSENMDDTGFFSIQVISNALKFWGLEIIHFNNPEYQKLGIDPINERSFICNYKQHWFTIRKFGKHWFNLNSLLAGPELISDTCLANFLARLQQQAYSVFVVKGDLPDCEADQLLQIISVEEMDTPKLNGKKLVKQKEHRVYKTVLEKVSEESDESGTSDQDEEDFQRALELSRQETNREDEHLRSTIELSMQGSSGNTSQDLPKTSCVTPASEQPKKIKEDYFEKHQQEQKQQQQQ.... Result: 1 (interaction). (6) The miRNA is mmu-miR-883b-3p with sequence UAACUGCAACAUCUCUCAGUAU. Result: 0 (no interaction). The protein sequence of the target gene is MEKILHMAEGIDIGEMPSYDLMLPKPSKGQKRYLSTYDGQNPPKKQAGSKFHVRARFEPVHFVASSSKAERQEDPYGPQTKDVNGRTHFASMPRNFYQDYTQDSFSIQDGNSQYCNSSGFIFTKDQPVATNMYFDSGNPAPSSTSQQANCQPAPEPPPSQMYPESLVAEKQYFIEKLTATIWKNLSNPEMTSGSDKINYTYMLTRCIQACKTNPEYIYAPLKEIPPADIPKNKKLLTDGYACEVRCQNIYLTTGYAGSKNGSRDRATELAVKLLQKRIEVRVVRRKFKHIIGEDLVVCQI.... (7) The miRNA is hsa-miR-324-5p with sequence CGCAUCCCCUAGGGCAUUGGUG. The protein sequence of the target gene is MAERGGAGGGPGGAGGGSGQRGSGVAQSPQQPPPQQQQQQPPQQPTPPKLAQATSSSSSTSAAAASSSSSSTSTSMAVAVASGSAPPGGPGPGRTPAPVQMNLYATWEVDRSSSSCVPRLFSLTLKKLVMLKEMDKDLNSVVIAVKLQGSKRILRSNEIVLPASGLVETELQLTFSLQYPHFLKRDANKLQIMLQRRKRYKNRTILGYKTLAVGLINMAEVMQHPNEGALVLGLHSNVKDVSVPVAEIKIYSLSSQPIDHEGIKSKLSDRSPDIDNYSEEEEESFSSEQEGSDDPLHGQD.... Result: 1 (interaction).